This data is from Full USPTO retrosynthesis dataset with 1.9M reactions from patents (1976-2016). The task is: Predict the reactants needed to synthesize the given product. Given the product [C:18]([C:20]1[CH:25]=[CH:24][CH:23]=[CH:22][C:21]=1[C:2]1[CH:7]=[CH:6][C:5]([C:8]([CH3:17])([CH3:16])[C:9]([NH:11][CH2:12][CH:13]([CH3:15])[CH3:14])=[O:10])=[CH:4][CH:3]=1)#[N:19], predict the reactants needed to synthesize it. The reactants are: Br[C:2]1[CH:7]=[CH:6][C:5]([C:8]([CH3:17])([CH3:16])[C:9]([NH:11][CH2:12][CH:13]([CH3:15])[CH3:14])=[O:10])=[CH:4][CH:3]=1.[C:18]([C:20]1[CH:25]=[CH:24][CH:23]=[CH:22][C:21]=1B(O)O)#[N:19].